Dataset: Peptide-MHC class II binding affinity with 134,281 pairs from IEDB. Task: Regression. Given a peptide amino acid sequence and an MHC pseudo amino acid sequence, predict their binding affinity value. This is MHC class II binding data. (1) The peptide sequence is EHLSSLRNLCELLGV. The MHC is H-2-IAb with pseudo-sequence H-2-IAb. The binding affinity (normalized) is 0. (2) The peptide sequence is EKKYFAATQFEPAAA. The MHC is HLA-DQA10501-DQB10301 with pseudo-sequence HLA-DQA10501-DQB10301. The binding affinity (normalized) is 0.370. (3) The peptide sequence is VTVDAAVLAAIDADA. The MHC is DRB1_0401 with pseudo-sequence DRB1_0401. The binding affinity (normalized) is 0.0517. (4) The peptide sequence is INEPTANAIAYGLDR. The MHC is HLA-DQA10501-DQB10301 with pseudo-sequence HLA-DQA10501-DQB10301. The binding affinity (normalized) is 0.465. (5) The peptide sequence is GELELQFRRVKCKYP. The MHC is DRB1_1001 with pseudo-sequence DRB1_1001. The binding affinity (normalized) is 0.182. (6) The peptide sequence is YDKFLANVSTVLTKK. The MHC is DRB1_1101 with pseudo-sequence DRB1_1101. The binding affinity (normalized) is 0.578. (7) The peptide sequence is YNKNAIKTLNDESKK. The MHC is DRB1_0101 with pseudo-sequence DRB1_0101. The binding affinity (normalized) is 0.252. (8) The peptide sequence is GKIASCLNDNANGYF. The MHC is DRB1_0802 with pseudo-sequence DRB1_0802. The binding affinity (normalized) is 0.801. (9) The peptide sequence is CVDAKMTEEDKENALSL. The MHC is HLA-DQA10501-DQB10301 with pseudo-sequence HLA-DQA10501-DQB10301. The binding affinity (normalized) is 0.0214. (10) The peptide sequence is SPKARSERPAIVPPA. The MHC is DRB1_0401 with pseudo-sequence DRB1_0401. The binding affinity (normalized) is 0.208.